Predict the reactants needed to synthesize the given product. From a dataset of Full USPTO retrosynthesis dataset with 1.9M reactions from patents (1976-2016). (1) Given the product [C:22]([N:16]1[C:15](=[O:26])[C:14]2[N:8]3[CH2:7][CH2:6][C:5]4[CH:4]=[C:3]([O:32][CH3:33])[C:2]([C:36]5[CH:35]=[N:34][CH:39]=[CH:38][CH:37]=5)=[CH:11][C:10]=4[C:9]3=[C:12]([C:27]3[S:31][CH:30]=[N:29][CH:28]=3)[C:13]=2[CH2:21][O:20][CH2:19][CH2:18][CH2:17]1)([CH3:25])([CH3:23])[CH3:24], predict the reactants needed to synthesize it. The reactants are: Br[C:2]1[C:3]([O:32][CH3:33])=[CH:4][C:5]2[CH2:6][CH2:7][N:8]3[C:14]4[C:15](=[O:26])[N:16]([C:22]([CH3:25])([CH3:24])[CH3:23])[CH2:17][CH2:18][CH2:19][O:20][CH2:21][C:13]=4[C:12]([C:27]4[S:31][CH:30]=[N:29][CH:28]=4)=[C:9]3[C:10]=2[CH:11]=1.[N:34]1[CH:39]=[CH:38][CH:37]=[C:36](B(O)O)[CH:35]=1.C([O-])([O-])=O.[K+].[K+].C(COC)OC. (2) Given the product [NH2:1][C:4]1[CH:5]=[N:6][CH:7]=[CH:8][C:9]=1[C@@H:10]1[O:15][C@H:14]([C:16]#[N:17])[C@@H:13]([O:18][Si:19]([CH:23]([CH3:24])[CH3:25])([CH:20]([CH3:21])[CH3:22])[CH:26]([CH3:27])[CH3:28])[C@H:12]([O:29][Si:30]([CH:37]([CH3:39])[CH3:38])([CH:31]([CH3:33])[CH3:32])[CH:34]([CH3:36])[CH3:35])[CH2:11]1, predict the reactants needed to synthesize it. The reactants are: [N+:1]([C:4]1[CH:5]=[N:6][CH:7]=[CH:8][C:9]=1[C:10]1[O:15][C@H:14]([C:16]#[N:17])[C@@H:13]([O:18][Si:19]([CH:26]([CH3:28])[CH3:27])([CH:23]([CH3:25])[CH3:24])[CH:20]([CH3:22])[CH3:21])[C@H:12]([O:29][Si:30]([CH:37]([CH3:39])[CH3:38])([CH:34]([CH3:36])[CH3:35])[CH:31]([CH3:33])[CH3:32])[CH:11]=1)([O-])=O.